From a dataset of Peptide-MHC class I binding affinity with 185,985 pairs from IEDB/IMGT. Regression. Given a peptide amino acid sequence and an MHC pseudo amino acid sequence, predict their binding affinity value. This is MHC class I binding data. (1) The peptide sequence is MWAQDAAAMF. The MHC is HLA-A02:02 with pseudo-sequence HLA-A02:02. The binding affinity (normalized) is 0.123. (2) The peptide sequence is VLWKSYPLV. The MHC is HLA-B46:01 with pseudo-sequence HLA-B46:01. The binding affinity (normalized) is 0.0847. (3) The peptide sequence is IMDASSFTL. The MHC is HLA-E01:01 with pseudo-sequence YHSMYRESADTIFVNTLYLWHEFYSSAEQAYTWY. The binding affinity (normalized) is 0.728. (4) The peptide sequence is SENDRLRLL. The MHC is HLA-A03:01 with pseudo-sequence HLA-A03:01. The binding affinity (normalized) is 0.213. (5) The peptide sequence is WMFRIRIIL. The MHC is HLA-A02:12 with pseudo-sequence HLA-A02:12. The binding affinity (normalized) is 0.677. (6) The peptide sequence is RAMACSALI. The MHC is HLA-B51:01 with pseudo-sequence HLA-B51:01. The binding affinity (normalized) is 0.261. (7) The peptide sequence is VCIDILRSL. The MHC is HLA-A02:01 with pseudo-sequence HLA-A02:01. The binding affinity (normalized) is 0.252.